From a dataset of Full USPTO retrosynthesis dataset with 1.9M reactions from patents (1976-2016). Predict the reactants needed to synthesize the given product. (1) Given the product [Cl:16][C:12]1[CH:11]=[C:10]([NH:9][C:6]2[N:5]=[C:4]([C:17]([F:20])([F:19])[F:18])[C:3]([CH2:2][NH:1][C:27]([CH:24]3[CH2:25][CH2:26][O:21][CH2:22][CH2:23]3)=[O:28])=[CH:8][N:7]=2)[CH:15]=[CH:14][CH:13]=1, predict the reactants needed to synthesize it. The reactants are: [NH2:1][CH2:2][C:3]1[C:4]([C:17]([F:20])([F:19])[F:18])=[N:5][C:6]([NH:9][C:10]2[CH:15]=[CH:14][CH:13]=[C:12]([Cl:16])[CH:11]=2)=[N:7][CH:8]=1.[O:21]1[CH2:26][CH2:25][CH:24]([C:27](O)=[O:28])[CH2:23][CH2:22]1.ON1C2C=CC=CC=2N=N1.Cl.C(N=C=NCCCN(C)C)C. (2) Given the product [CH2:12](/[N:16]=[CH:4]/[C:3]1[C:6]([F:11])=[CH:7][CH:8]=[C:9]([Cl:10])[C:2]=1[Cl:1])[CH2:13][CH2:14][CH3:15], predict the reactants needed to synthesize it. The reactants are: [Cl:1][C:2]1[C:9]([Cl:10])=[CH:8][CH:7]=[C:6]([F:11])[C:3]=1[CH:4]=O.[CH2:12]([NH2:16])[CH2:13][CH2:14][CH3:15].C1(C)C=CC(S(O)(=O)=O)=CC=1. (3) Given the product [Br:29][C:30]1[CH:35]=[CH:34][C:33]([C:36]2[CH:37]=[N:38][C:39]3[N:40]([C:10]([S:9][C:6]4[CH:7]=[CH:8][C:3]([O:2][CH3:1])=[CH:4][CH:5]=4)=[CH:11][N:42]=3)[N:41]=2)=[CH:32][C:31]=1[F:43], predict the reactants needed to synthesize it. The reactants are: [CH3:1][O:2][C:3]1[CH:8]=[CH:7][C:6]([S:9][CH2:10][CH:11]=O)=[CH:5][CH:4]=1.N1CCC[C@@H]1C(O)=O.ClN1C(=O)CCC1=O.[Br:29][C:30]1[CH:35]=[CH:34][C:33]([C:36]2[N:41]=[N:40][C:39]([NH2:42])=[N:38][CH:37]=2)=[CH:32][C:31]=1[F:43]. (4) Given the product [F:1][C:2]1[CH:10]=[CH:9][C:5]([C:6]([O:8][CH3:17])=[O:7])=[C:4]([SH:11])[CH:3]=1, predict the reactants needed to synthesize it. The reactants are: [F:1][C:2]1[CH:10]=[CH:9][C:5]([C:6]([OH:8])=[O:7])=[C:4]([SH:11])[CH:3]=1.S(=O)(=O)(O)O.[CH3:17]O. (5) Given the product [CH2:16]([N:4]1[C:5]2[CH:10]=[C:9]([C:11]([F:14])([F:13])[F:12])[N:8]=[CH:7][C:6]=2[N:15]=[C:3]1[CH2:2][N:24]1[CH:28]=[CH:27][N:26]=[C:25]1[C:29]1[S:30][CH:31]=[CH:32][N:33]=1)[CH3:17], predict the reactants needed to synthesize it. The reactants are: Cl[CH2:2][C:3]1[N:4]([CH2:16][CH3:17])[C:5]2[CH:10]=[C:9]([C:11]([F:14])([F:13])[F:12])[N:8]=[CH:7][C:6]=2[N:15]=1.C([O-])([O-])=O.[K+].[K+].[NH:24]1[CH:28]=[CH:27][N:26]=[C:25]1[C:29]1[S:30][CH:31]=[CH:32][N:33]=1. (6) Given the product [Cl:8][C:5]1[CH:6]=[CH:7][C:2]([NH2:1])=[C:3]([CH2:9][C:11]2[CH:16]=[CH:15][CH:14]=[CH:13][C:12]=2[Cl:17])[CH:4]=1, predict the reactants needed to synthesize it. The reactants are: [NH2:1][C:2]1[CH:7]=[CH:6][C:5]([Cl:8])=[CH:4][C:3]=1[C:9]([C:11]1[CH:16]=[CH:15][CH:14]=[CH:13][C:12]=1[Cl:17])=O.C([SiH](CC)CC)C.FB(F)F.[OH-].[Na+]. (7) Given the product [F:27][C:28]([F:33])([F:32])[C:29]([OH:31])=[O:30].[CH3:10][O:9][C:8]1[C:3]([O:2][CH3:1])=[CH:4][C:5]2[C:11]3[CH:14]=[N:17][NH:16][C:12]=3[N:13]=[C:23]([C:22]3[CH:25]=[CH:26][C:19]([OH:18])=[CH:20][CH:21]=3)[C:6]=2[CH:7]=1, predict the reactants needed to synthesize it. The reactants are: [CH3:1][O:2][C:3]1[CH:4]=[C:5]([CH:11]([CH:14]=O)[C:12]#[N:13])[CH:6]=[CH:7][C:8]=1[O:9][CH3:10].[NH2:16][NH2:17].[OH:18][C:19]1[CH:26]=[CH:25][C:22]([CH:23]=O)=[CH:21][CH:20]=1.[F:27][C:28]([F:33])([F:32])[C:29]([OH:31])=[O:30].